From a dataset of Full USPTO retrosynthesis dataset with 1.9M reactions from patents (1976-2016). Predict the reactants needed to synthesize the given product. Given the product [CH3:44][O:45][C:46](=[O:59])[CH:47]([NH:48][C:17]([C:15]1[CH:16]=[C:10]2[NH:9][C:8]([C:20]3[O:21][CH:22]=[CH:23][CH:24]=3)=[C:7]([CH:1]3[CH2:6][CH2:5][CH2:4][CH2:3][CH2:2]3)[C:12](=[O:13])[N:11]2[N:14]=1)=[O:18])[CH2:33][C:31]1[NH:28][C:25]2[C:26]([CH:32]=1)=[CH:41][CH:42]=[CH:37][CH:27]=2, predict the reactants needed to synthesize it. The reactants are: [CH:1]1([C:7]2[C:12](=[O:13])[N:11]3[N:14]=[C:15]([C:17](O)=[O:18])[CH:16]=[C:10]3[NH:9][C:8]=2[C:20]2[O:21][CH:22]=[CH:23][CH:24]=2)[CH2:6][CH2:5][CH2:4][CH2:3][CH2:2]1.[CH:25]([N:28]([CH:31]([CH3:33])[CH3:32])CC)([CH3:27])[CH3:26].CN([C:37]1[CH:42]=[CH:41]C=CN=1)C.Cl.[CH3:44][O:45][C:46](=[O:59])[C@H:47](CC1C2C(=CC=CC=2)NC=1)[NH2:48].CN(C(ON1N=NC2C=CC=NC1=2)=[N+](C)C)C.F[P-](F)(F)(F)(F)F.